From a dataset of NCI-60 drug combinations with 297,098 pairs across 59 cell lines. Regression. Given two drug SMILES strings and cell line genomic features, predict the synergy score measuring deviation from expected non-interaction effect. (1) Synergy scores: CSS=5.87, Synergy_ZIP=-1.58, Synergy_Bliss=0.194, Synergy_Loewe=-27.4, Synergy_HSA=0.207. Drug 1: CN1C2=C(C=C(C=C2)N(CCCl)CCCl)N=C1CCCC(=O)O.Cl. Drug 2: CC12CCC3C(C1CCC2O)C(CC4=C3C=CC(=C4)O)CCCCCCCCCS(=O)CCCC(C(F)(F)F)(F)F. Cell line: COLO 205. (2) Drug 1: C1=C(C(=O)NC(=O)N1)N(CCCl)CCCl. Drug 2: C1=CN(C=N1)CC(O)(P(=O)(O)O)P(=O)(O)O. Cell line: RXF 393. Synergy scores: CSS=4.79, Synergy_ZIP=-9.87, Synergy_Bliss=-15.8, Synergy_Loewe=-12.5, Synergy_HSA=-12.0.